This data is from Forward reaction prediction with 1.9M reactions from USPTO patents (1976-2016). The task is: Predict the product of the given reaction. (1) Given the reactants C(O[C:6](=O)[NH:7][C:8]1[C:9]([C:24]2[CH:29]=[CH:28][C:27]([F:30])=[CH:26][C:25]=2[CH3:31])=[C:10]2[CH:16]=[N:15][N:14]([CH2:17][C:18]3[CH:23]=[CH:22][CH:21]=[CH:20][CH:19]=3)[C:11]2=[N:12][CH:13]=1)(C)(C)C.[H-].[Na+].IC, predict the reaction product. The product is: [CH2:17]([N:14]1[C:11]2=[N:12][CH:13]=[C:8]([NH:7][CH3:6])[C:9]([C:24]3[CH:29]=[CH:28][C:27]([F:30])=[CH:26][C:25]=3[CH3:31])=[C:10]2[CH:16]=[N:15]1)[C:18]1[CH:23]=[CH:22][CH:21]=[CH:20][CH:19]=1. (2) Given the reactants [NH2:1][C@@H:2]([CH3:19])[CH2:3][N:4]1[CH:8]=[C:7]([Cl:9])[C:6]([C:10]2[CH:17]=[CH:16][C:13]([C:14]#[N:15])=[C:12]([Cl:18])[CH:11]=2)=[N:5]1.[C:20]([C:23]1[CH:27]=[C:26]([C:28](O)=[O:29])[NH:25][N:24]=1)(=[O:22])[CH3:21].C1C=CC2N(O)N=NC=2C=1.CCN(C(C)C)C(C)C.CCN=C=NCCCN(C)C, predict the reaction product. The product is: [C:20]([C:23]1[CH:27]=[C:26]([C:28]([NH:1][C@@H:2]([CH3:19])[CH2:3][N:4]2[CH:8]=[C:7]([Cl:9])[C:6]([C:10]3[CH:17]=[CH:16][C:13]([C:14]#[N:15])=[C:12]([Cl:18])[CH:11]=3)=[N:5]2)=[O:29])[NH:25][N:24]=1)(=[O:22])[CH3:21]. (3) Given the reactants [CH2:1]([C@@H:3]([C:11]1[CH:16]=[CH:15][CH:14]=[C:13]([O:17]CC2C=CC=CC=2)[CH:12]=1)[C@@H:4]([CH3:10])[C:5]([N:7]([CH3:9])[CH3:8])=[O:6])[CH3:2], predict the reaction product. The product is: [CH2:1]([C@@H:3]([C:11]1[CH:16]=[CH:15][CH:14]=[C:13]([OH:17])[CH:12]=1)[C@@H:4]([CH3:10])[C:5]([N:7]([CH3:8])[CH3:9])=[O:6])[CH3:2]. (4) Given the reactants C(OC([NH:8][NH:9][C:10]([C:12]1[CH:16]=[CH:15][O:14][N:13]=1)=[O:11])=O)(C)(C)C.Cl.O1CCOCC1, predict the reaction product. The product is: [O:14]1[CH:15]=[CH:16][C:12]([C:10]([NH:9][NH2:8])=[O:11])=[N:13]1. (5) Given the reactants [CH3:1][O:2][C:3]1[CH:4]=[C:5]2[C:10](=[CH:11][CH:12]=1)[C:9](=[O:13])[CH2:8][CH2:7][CH2:6]2.I[CH2:15][CH2:16][CH2:17][CH3:18].[H-].[Na+], predict the reaction product. The product is: [CH2:15]([CH:8]1[CH2:7][CH2:6][C:5]2[C:10](=[CH:11][CH:12]=[C:3]([O:2][CH3:1])[CH:4]=2)[C:9]1=[O:13])[CH2:16][CH2:17][CH3:18].